Dataset: NCI-60 drug combinations with 297,098 pairs across 59 cell lines. Task: Regression. Given two drug SMILES strings and cell line genomic features, predict the synergy score measuring deviation from expected non-interaction effect. (1) Drug 1: CN(C(=O)NC(C=O)C(C(C(CO)O)O)O)N=O. Drug 2: CC(C)NC(=O)C1=CC=C(C=C1)CNNC.Cl. Cell line: OVCAR-5. Synergy scores: CSS=1.92, Synergy_ZIP=-3.11, Synergy_Bliss=-9.47, Synergy_Loewe=2.58, Synergy_HSA=-8.81. (2) Drug 1: C(=O)(N)NO. Drug 2: C(CC(=O)O)C(=O)CN.Cl. Cell line: CCRF-CEM. Synergy scores: CSS=26.8, Synergy_ZIP=0.805, Synergy_Bliss=2.37, Synergy_Loewe=-0.830, Synergy_HSA=4.02.